Dataset: Reaction yield outcomes from USPTO patents with 853,638 reactions. Task: Predict the reaction yield, written as a fraction of the theoretical maximum amount of product (1.0 means a 100% yield; for example, 0.34 means a 34% yield). (1) The reactants are Br[C:2]1[CH:11]=[C:10]2[C:5]([CH:6]=[CH:7][C:8]([N:12]3[CH2:17][CH2:16][O:15][CH2:14][CH2:13]3)=[N:9]2)=[N:4][CH:3]=1.[NH2:18][C:19]1[O:20][C:21]2[CH:27]=[CH:26][C:25](B(O)O)=[CH:24][C:22]=2[N:23]=1.C([O-])([O-])=O.[Na+].[Na+]. The catalyst is O1CCOCC1.O.C1C=CC([P]([Pd]([P](C2C=CC=CC=2)(C2C=CC=CC=2)C2C=CC=CC=2)([P](C2C=CC=CC=2)(C2C=CC=CC=2)C2C=CC=CC=2)[P](C2C=CC=CC=2)(C2C=CC=CC=2)C2C=CC=CC=2)(C2C=CC=CC=2)C2C=CC=CC=2)=CC=1. The product is [O:15]1[CH2:16][CH2:17][N:12]([C:8]2[N:9]=[C:10]3[C:5](=[CH:6][CH:7]=2)[N:4]=[CH:3][C:2]([C:25]2[CH:26]=[CH:27][C:21]4[O:20][C:19]([NH2:18])=[N:23][C:22]=4[CH:24]=2)=[CH:11]3)[CH2:13][CH2:14]1. The yield is 0.672. (2) The reactants are [Br:1][C:2]1[N:3]=[C:4]([S:12][CH3:13])[C:5]2[N:6]([C:8](I)=[CH:9][N:10]=2)[CH:7]=1.[CH:14]1([NH:17][C:18]([C:20]2[CH:25]=[CH:24][C:23](B(O)O)=[CH:22][CH:21]=2)=[O:19])[CH2:16][CH2:15]1.O. The catalyst is O1CCCC1.C1C=CC(P(C2C=CC=CC=2)[C-]2C=CC=C2)=CC=1.C1C=CC(P(C2C=CC=CC=2)[C-]2C=CC=C2)=CC=1.Cl[Pd]Cl.[Fe+2].ClCCl. The product is [Br:1][C:2]1[N:3]=[C:4]([S:12][CH3:13])[C:5]2[N:6]([C:8]([C:23]3[CH:24]=[CH:25][C:20]([C:18]([NH:17][CH:14]4[CH2:15][CH2:16]4)=[O:19])=[CH:21][CH:22]=3)=[CH:9][N:10]=2)[CH:7]=1. The yield is 0.590. (3) The reactants are [F:1][C:2]1[CH:7]=[C:6]([F:8])[CH:5]=[CH:4][C:3]=1[C:9]1[C:17]2[C:12](=[CH:13][C:14]([O:18][CH2:19][CH2:20][N:21]3[CH2:26][CH2:25][O:24][CH2:23][CH2:22]3)=[CH:15][CH:16]=2)[C:11](=[O:27])[C:10]=1C1C=CC(C)=CC=1.O1CCN(CCOC2C=C3C(C(C4C=CC=CC=4)=C(Br)C3=O)=CC=2)CC1.[CH3:61][O:62][C:63]1[N:68]=[CH:67][C:66](B(O)O)=[CH:65][CH:64]=1. No catalyst specified. The product is [F:1][C:2]1[CH:7]=[C:6]([F:8])[CH:5]=[CH:4][C:3]=1[C:9]1[C:17]2[C:12](=[CH:13][C:14]([O:18][CH2:19][CH2:20][N:21]3[CH2:26][CH2:25][O:24][CH2:23][CH2:22]3)=[CH:15][CH:16]=2)[C:11](=[O:27])[C:10]=1[C:66]1[CH:67]=[N:68][C:63]([O:62][CH3:61])=[CH:64][CH:65]=1. The yield is 0.810. (4) The reactants are [F:1][C:2]1[CH:7]=[CH:6][C:5]([O:8][CH3:9])=[C:4]([N+:10]([O-])=O)[CH:3]=1. The catalyst is CO.[Pd]. The product is [F:1][C:2]1[CH:7]=[CH:6][C:5]([O:8][CH3:9])=[C:4]([NH2:10])[CH:3]=1. The yield is 0.870.